The task is: Predict which catalyst facilitates the given reaction.. This data is from Catalyst prediction with 721,799 reactions and 888 catalyst types from USPTO. (1) Reactant: [N+]([O-])(O)=O.[N+]([O-])(O)=O.[CH3:9][O:10][C:11]1[CH:12]=[C:13]([NH:23][C:24]([NH2:26])=[NH:25])[CH:14]=[CH:15][C:16]=1[N:17]1[CH:21]=[C:20]([CH3:22])[N:19]=[CH:18]1.[Cl:27][C:28]1[CH:33]=[CH:32][C:31]([C:34](=O)[C:35]#[C:36][CH2:37][CH2:38][CH2:39][CH3:40])=[CH:30][CH:29]=1.C[O-].[Na+].O. Product: [CH2:37]([C:36]1[CH:35]=[C:34]([C:31]2[CH:30]=[CH:29][C:28]([Cl:27])=[CH:33][CH:32]=2)[N:26]=[C:24]([NH:23][C:13]2[CH:14]=[CH:15][C:16]([N:17]3[CH:21]=[C:20]([CH3:22])[N:19]=[CH:18]3)=[C:11]([O:10][CH3:9])[CH:12]=2)[N:25]=1)[CH2:38][CH2:39][CH3:40]. The catalyst class is: 10. (2) Reactant: Cl[C:2]1[N:7]=[C:6]([NH:8][C:9]2[CH:14]=[CH:13][C:12]3[O:15][CH2:16][CH2:17][O:18][C:11]=3[CH:10]=2)[C:5]([F:19])=[CH:4][N:3]=1.[OH:20][C:21]1[CH:22]=[C:23]([CH:25]=[CH:26][CH:27]=1)[NH2:24].Cl. Product: [CH2:17]1[CH2:16][O:15][C:12]2[CH:13]=[CH:14][C:9]([NH:8][C:6]3[C:5]([F:19])=[CH:4][N:3]=[C:2]([NH:24][C:23]4[CH:25]=[CH:26][CH:27]=[C:21]([OH:20])[CH:22]=4)[N:7]=3)=[CH:10][C:11]=2[O:18]1. The catalyst class is: 24.